Dataset: Forward reaction prediction with 1.9M reactions from USPTO patents (1976-2016). Task: Predict the product of the given reaction. (1) Given the reactants [NH:1]1[CH2:6][CH2:5][O:4][CH2:3][CH2:2]1.C([O:9][C:10](=O)[CH2:11][C:12]#[N:13])C, predict the reaction product. The product is: [C:12]([CH2:11][C:10]([N:1]1[CH2:6][CH2:5][O:4][CH2:3][CH2:2]1)=[O:9])#[N:13]. (2) The product is: [Br:1][C:2]1[CH:3]=[C:4]([N:11]2[CH2:16][CH2:15][O:14][CH2:13][CH2:12]2)[C:5]([C:8]#[N:9])=[N:6][CH:7]=1. Given the reactants [Br:1][C:2]1[CH:3]=[C:4](F)[C:5]([C:8]#[N:9])=[N:6][CH:7]=1.[NH:11]1[CH2:16][CH2:15][O:14][CH2:13][CH2:12]1.CCN(C(C)C)C(C)C, predict the reaction product. (3) Given the reactants [CH3:1][O:2][C:3](=[O:28])[C:4]1[CH:9]=[CH:8][C:7]([CH3:10])=[C:6]([N:11]2[C:16](=[O:17])[CH:15]=[C:14]([O:18][CH2:19][C:20]3[CH:25]=[CH:24][CH:23]=[C:22]([CH3:26])[N:21]=3)[N:13]=[C:12]2[CH3:27])[CH:5]=1.[Cl:29]N1C(=O)CCC1=O, predict the reaction product. The product is: [CH3:1][O:2][C:3](=[O:28])[C:4]1[CH:9]=[CH:8][C:7]([CH3:10])=[C:6]([N:11]2[C:16](=[O:17])[C:15]([Cl:29])=[C:14]([O:18][CH2:19][C:20]3[CH:25]=[CH:24][CH:23]=[C:22]([CH3:26])[N:21]=3)[N:13]=[C:12]2[CH3:27])[CH:5]=1. (4) Given the reactants [CH2:1]([O:8][C:9]([NH:11][C@@H:12]([CH:16]1[CH2:18][CH2:17]1)[C:13](O)=[O:14])=[O:10])[C:2]1[CH:7]=[CH:6][CH:5]=[CH:4][CH:3]=1.Cl, predict the reaction product. The product is: [CH2:1]([O:8][C:9](=[O:10])[NH:11][C@@H:12]([CH:16]1[CH2:18][CH2:17]1)[CH2:13][OH:14])[C:2]1[CH:7]=[CH:6][CH:5]=[CH:4][CH:3]=1. (5) Given the reactants [Br:1][C:2]1[C:11]2[CH2:10][CH2:9][CH2:8][CH2:7][C:6]=2[C:5](=[O:12])[NH:4][CH:3]=1.[CH3:13]I, predict the reaction product. The product is: [Br:1][C:2]1[C:11]2[CH2:10][CH2:9][CH2:8][CH2:7][C:6]=2[C:5]([O:12][CH3:13])=[N:4][CH:3]=1. (6) Given the reactants [CH3:1][C:2]1[CH:7]=[C:6]([O:8][CH3:9])[CH:5]=[CH:4][C:3]=1[NH2:10].[F:11][B-:12]([F:15])([F:14])[F:13].[H+].[N:17]([O-])=O.[Na+], predict the reaction product. The product is: [F:11][B-:12]([F:15])([F:14])[F:13].[CH3:1][C:2]1[CH:7]=[C:6]([O:8][CH3:9])[CH:5]=[CH:4][C:3]=1[N+:10]#[N:17]. (7) Given the reactants [CH:1]([C:4]1[CH:9]=[CH:8][C:7]([S:10]([C:13]2[CH:18]=[CH:17][CH:16]=[CH:15][CH:14]=2)(=[O:12])=[O:11])=[CH:6][C:5]=1[S:19](Cl)(=[O:21])=[O:20])([CH3:3])[CH3:2].Cl.[NH2:24][CH:25]1[CH2:30][CH2:29][N:28]([C:31]([C:33]2[CH:38]=[CH:37][C:36]([C:39]([F:42])([F:41])[F:40])=[CH:35][CH:34]=2)=[O:32])[CH2:27][CH2:26]1.C(N(C(C)C)CC)(C)C, predict the reaction product. The product is: [CH:1]([C:4]1[CH:9]=[CH:8][C:7]([S:10]([C:13]2[CH:18]=[CH:17][CH:16]=[CH:15][CH:14]=2)(=[O:12])=[O:11])=[CH:6][C:5]=1[S:19]([NH:24][CH:25]1[CH2:26][CH2:27][N:28]([C:31](=[O:32])[C:33]2[CH:34]=[CH:35][C:36]([C:39]([F:40])([F:41])[F:42])=[CH:37][CH:38]=2)[CH2:29][CH2:30]1)(=[O:21])=[O:20])([CH3:3])[CH3:2]. (8) Given the reactants [CH2:1]1[C:14]2[C:13]3[CH:12]=[CH:11][CH:10]=[CH:9][C:8]=3[NH:7][C:6]=2[CH:5]2[CH2:15][CH2:16][N:2]1[CH2:3][CH2:4]2.Br[C:18]1[CH:23]=[CH:22][C:21]([N:24]2[CH2:29][CH2:28][N:27]([CH3:30])[CH2:26][CH2:25]2)=[CH:20][CH:19]=1, predict the reaction product. The product is: [CH3:30][N:27]1[CH2:28][CH2:29][N:24]([C:21]2[CH:20]=[CH:19][C:18]([N:7]3[C:8]4[CH:9]=[CH:10][CH:11]=[CH:12][C:13]=4[C:14]4[CH2:1][N:2]5[CH2:3][CH2:4][CH:5]([C:6]3=4)[CH2:15][CH2:16]5)=[CH:23][CH:22]=2)[CH2:25][CH2:26]1.